Dataset: Forward reaction prediction with 1.9M reactions from USPTO patents (1976-2016). Task: Predict the product of the given reaction. (1) Given the reactants C(C1N=C(N2CC[C@H](O)C2)C2C(=NN(CC3C(C)=NON=3)N=2)N=1)(C)(C)C.[C:27]([C:31]1[N:32]=[C:33]([N:40]2[CH2:44][CH2:43][C@H:42]([O:45]C(=O)C(F)(F)F)[CH2:41]2)[C:34]2[N:39]=[N:38][NH:37][C:35]=2[N:36]=1)([CH3:30])([CH3:29])[CH3:28].Cl.Cl[CH2:54][C:55]1[N:59]([CH3:60])[N:58]=[N:57][CH:56]=1, predict the reaction product. The product is: [C:27]([C:31]1[N:32]=[C:33]([N:40]2[CH2:44][CH2:43][C@H:42]([OH:45])[CH2:41]2)[C:34]2[C:35](=[N:37][N:38]([CH2:54][C:55]3[N:59]([CH3:60])[N:58]=[N:57][CH:56]=3)[N:39]=2)[N:36]=1)([CH3:28])([CH3:30])[CH3:29]. (2) Given the reactants [C:1]12[C:9](=[O:10])[C:8](=[O:11])[C:7]=1[NH:6][CH2:5][CH2:4][CH2:3][NH:2]2.[H-].[Na+].[CH:14]([P:16]([O:30][C:31]1[CH:32]=[C:33]([CH:39]=[CH:40][CH:41]=1)[C:34]([O:36][CH2:37][CH3:38])=[O:35])([O:18][C:19]1[CH:20]=[C:21]([CH:27]=[CH:28][CH:29]=1)[C:22]([O:24][CH2:25][CH3:26])=[O:23])=[O:17])=[CH2:15], predict the reaction product. The product is: [O:11]=[C:8]1[C:9](=[O:10])[C:1]2[N:2]([CH2:15][CH2:14][P:16]([O:30][C:31]3[CH:32]=[C:33]([CH:39]=[CH:40][CH:41]=3)[C:34]([O:36][CH2:37][CH3:38])=[O:35])([O:18][C:19]3[CH:20]=[C:21]([CH:27]=[CH:28][CH:29]=3)[C:22]([O:24][CH2:25][CH3:26])=[O:23])=[O:17])[CH2:3][CH2:4][CH2:5][NH:6][C:7]1=2. (3) Given the reactants [CH3:1][CH2:2][CH2:3][CH2:4][C:5](=[O:12])/[CH:6]=[CH:7]/[CH:8]=[CH:9]/[CH:10]=[CH2:11].[Cl-].[Cl-].[Cl-].[Ce+3].[BH4-].[Na+].[NH4+].[Cl-], predict the reaction product. The product is: [CH3:1][CH2:2][CH2:3][CH2:4][CH:5]([OH:12])/[CH:6]=[CH:7]/[CH:8]=[CH:9]/[CH:10]=[CH2:11].